Dataset: Catalyst prediction with 721,799 reactions and 888 catalyst types from USPTO. Task: Predict which catalyst facilitates the given reaction. Reactant: [Br:1][C:2]1[CH:10]=[C:9]([F:11])[C:5]([C:6]([OH:8])=[O:7])=[C:4]([F:12])[CH:3]=1.S(Cl)(Cl)=O.[CH3:17]N(C=O)C.Cl. Product: [CH3:17][O:7][C:6](=[O:8])[C:5]1[C:4]([F:12])=[CH:3][C:2]([Br:1])=[CH:10][C:9]=1[F:11]. The catalyst class is: 61.